From a dataset of Full USPTO retrosynthesis dataset with 1.9M reactions from patents (1976-2016). Predict the reactants needed to synthesize the given product. Given the product [C:7]([O:11][C:12]([N:14]1[CH2:18][CH2:17][CH:16]([C:19]2[CH:24]=[CH:23][C:22]([S:25]([C:26]3[CH:31]=[CH:30][CH:29]=[CH:28][C:27]=3[C:32]#[N:33])=[O:1])=[CH:21][C:20]=2[O:34][CH3:35])[CH2:15]1)=[O:13])([CH3:10])([CH3:9])[CH3:8], predict the reactants needed to synthesize it. The reactants are: [OH:1]OS([O-])=O.[K+].[C:7]([O:11][C:12]([N:14]1[CH2:18][CH2:17][CH:16]([C:19]2[CH:24]=[CH:23][C:22]([S:25][C:26]3[CH:31]=[CH:30][CH:29]=[CH:28][C:27]=3[C:32]#[N:33])=[CH:21][C:20]=2[O:34][CH3:35])[CH2:15]1)=[O:13])([CH3:10])([CH3:9])[CH3:8].